Dataset: Full USPTO retrosynthesis dataset with 1.9M reactions from patents (1976-2016). Task: Predict the reactants needed to synthesize the given product. (1) Given the product [CH3:19][NH:20][C:2]([NH:1][C:4]1[CH:9]=[CH:8][C:7]([B:10]2[O:14][C:13]([CH3:16])([CH3:15])[C:12]([CH3:18])([CH3:17])[O:11]2)=[CH:6][CH:5]=1)=[O:3], predict the reactants needed to synthesize it. The reactants are: [N:1]([C:4]1[CH:9]=[CH:8][C:7]([B:10]2[O:14][C:13]([CH3:16])([CH3:15])[C:12]([CH3:18])([CH3:17])[O:11]2)=[CH:6][CH:5]=1)=[C:2]=[O:3].[CH3:19][NH2:20].C1COCC1. (2) Given the product [F:30][C:24]1[CH:25]=[C:26]([F:29])[CH:27]=[CH:28][C:23]=1[O:22][C:14]1[CH:15]=[CH:16][C:17]([N+:19]([O-:21])=[O:20])=[CH:18][C:13]=1[C:12]1[C:4]2[C:5](=[C:6]([O:8][CH3:9])[N:7]=[C:2]([CH2:33][N:34]3[CH2:39][CH2:38][O:37][CH2:36][CH2:35]3)[CH:3]=2)[N:10]([CH3:31])[CH:11]=1, predict the reactants needed to synthesize it. The reactants are: Br[C:2]1[CH:3]=[C:4]2[C:12]([C:13]3[CH:18]=[C:17]([N+:19]([O-:21])=[O:20])[CH:16]=[CH:15][C:14]=3[O:22][C:23]3[CH:28]=[CH:27][C:26]([F:29])=[CH:25][C:24]=3[F:30])=[CH:11][N:10]([CH3:31])[C:5]2=[C:6]([O:8][CH3:9])[N:7]=1.[B-](F)(F)(F)[CH2:33][N:34]1[CH2:39][CH2:38][O:37][CH2:36][CH2:35]1.[K+].C([O-])([O-])=O.[Cs+].[Cs+].O. (3) The reactants are: [CH2:1]([NH2:8])[CH2:2][CH2:3][CH2:4][CH2:5][CH2:6][CH3:7].[CH3:9][O:10]/[C:11](=[CH:16]\[C:17]1[CH:22]=[CH:21][C:20]([C:23]2[CH:28]=[CH:27][CH:26]=[C:25]([N:29]([CH3:42])[C:30](OC3C=CC([N+]([O-])=O)=CC=3)=[O:31])[CH:24]=2)=[CH:19][CH:18]=1)/[C:12]([O:14][CH3:15])=[O:13].O. Given the product [CH2:1]([NH:8][C:30](=[O:31])[N:29]([C:25]1[CH:24]=[C:23]([C:20]2[CH:21]=[CH:22][C:17](/[CH:16]=[C:11](\[O:10][CH3:9])/[C:12]([O:14][CH3:15])=[O:13])=[CH:18][CH:19]=2)[CH:28]=[CH:27][CH:26]=1)[CH3:42])[CH2:2][CH2:3][CH2:4][CH2:5][CH2:6][CH3:7], predict the reactants needed to synthesize it. (4) Given the product [ClH:1].[N:2]12[CH2:11][CH:6]3[CH2:7][CH:8]([CH2:10][CH:4]([C@@H:5]3[NH:12][C:22]([C:18]3[CH:17]=[C:16]4[C:21](=[CH:20][CH:19]=3)[NH:13][CH:14]=[CH:15]4)=[O:23])[CH2:3]1)[CH2:9]2, predict the reactants needed to synthesize it. The reactants are: [ClH:1].[N:2]12[CH2:11][CH:6]3[CH2:7][CH:8]([CH2:10][CH:4]([C@@H:5]3[NH2:12])[CH2:3]1)[CH2:9]2.[NH:13]1[C:21]2[C:16](=[CH:17][C:18]([C:22](O)=[O:23])=[CH:19][CH:20]=2)[CH:15]=[CH:14]1.N. (5) Given the product [C:1]([O:5][C:6](=[O:24])[NH:7][CH2:8][C@H:9]1[CH2:10][CH2:11][C@@H:12]([CH2:15][NH2:16])[CH2:13][CH2:14]1)([CH3:4])([CH3:2])[CH3:3], predict the reactants needed to synthesize it. The reactants are: [C:1]([O:5][C:6](=[O:24])[NH:7][CH2:8][C@H:9]1[CH2:14][CH2:13][C@@H:12]([CH2:15][NH:16]C(OC(C)(C)C)=O)[CH2:11][CH2:10]1)([CH3:4])([CH3:3])[CH3:2].Cl.CC(OC(OC(OC(C)(C)C)=O)=O)(C)C.